This data is from Full USPTO retrosynthesis dataset with 1.9M reactions from patents (1976-2016). The task is: Predict the reactants needed to synthesize the given product. (1) Given the product [NH2:1][C:2](=[O:22])[C@@H:3]([NH:5][C:6]1[N:11]=[C:10]([C:12]2[CH:17]=[CH:16][N:15]=[C:14]([O:30][C:27]3[CH:28]=[CH:29][C:24]([F:23])=[CH:25][CH:26]=3)[CH:13]=2)[N:9]=[C:8]([C:19]([NH2:21])=[O:20])[CH:7]=1)[CH3:4], predict the reactants needed to synthesize it. The reactants are: [NH2:1][C:2](=[O:22])[C@@H:3]([NH:5][C:6]1[N:11]=[C:10]([C:12]2[CH:17]=[CH:16][N:15]=[C:14](F)[CH:13]=2)[N:9]=[C:8]([C:19]([NH2:21])=[O:20])[CH:7]=1)[CH3:4].[F:23][C:24]1[CH:29]=[CH:28][C:27]([OH:30])=[CH:26][CH:25]=1.C([O-])([O-])=O.[Cs+].[Cs+].C(Cl)Cl. (2) Given the product [CH3:20][O:21][C:22](=[O:23])[NH:24][C@H:25]([C:26]([N:14]1[CH2:15][C@@H:16]([CH3:19])[CH2:17][CH2:18][C@H:13]1[C:11]1[NH:12][C:8]([C:5]2[CH:4]=[CH:3][C:2]([Br:1])=[CH:7][CH:6]=2)=[CH:9][N:10]=1)=[O:27])[CH:29]([CH3:31])[CH3:30], predict the reactants needed to synthesize it. The reactants are: [Br:1][C:2]1[CH:7]=[CH:6][C:5]([C:8]2[NH:12][C:11]([C@@H:13]3[CH2:18][CH2:17][C@H:16]([CH3:19])[CH2:15][NH:14]3)=[N:10][CH:9]=2)=[CH:4][CH:3]=1.[CH3:20][O:21][C:22]([NH:24][C@@H:25]([CH:29]([CH3:31])[CH3:30])[C:26](O)=[O:27])=[O:23].CN(C(ON1N=NC2C=CC=NC1=2)=[N+](C)C)C.F[P-](F)(F)(F)(F)F.CCN(C(C)C)C(C)C. (3) Given the product [C:46]1([C:45]#[C:44][C:8]2[CH:7]=[CH:6][C:5]([N:10]([C:76]([OH:75])([CH3:77])[C:2]([F:30])([F:29])[F:1])[CH2:18][C:19]3[CH:24]=[CH:23][CH:22]=[C:21]([C:25]([F:27])([F:26])[F:28])[CH:20]=3)=[CH:4][C:3]=2[C:2]([F:30])([F:29])[F:1])[CH:51]=[CH:50][CH:49]=[CH:48][CH:47]=1, predict the reactants needed to synthesize it. The reactants are: [F:1][C:2]([F:30])([F:29])[C:3]1[CH:4]=[C:5]([N:10]([CH2:18][C:19]2[CH:24]=[CH:23][CH:22]=[C:21]([C:25]([F:28])([F:27])[F:26])[CH:20]=2)CC(O)C(F)(F)F)[CH:6]=[CH:7][C:8]=1Br.C([Sn]([C:44]#[C:45][C:46]1[CH:51]=[CH:50][CH:49]=[CH:48][CH:47]=1)(CCCC)CCCC)CCC.C(C1C=CC(C#C[SnH3])=C(CCCC)C=1CCCC)CCC.C([O:75][CH2:76][CH3:77])C. (4) Given the product [Cl:9][C:5]1[C:6]([NH:10][C:11]2[C:18]([F:19])=[CH:17][CH:16]=[CH:15][C:12]=2[C:13]#[N:14])=[CH:7][C:2]([NH:83][C:81]2[N:80]([CH:84]([CH3:86])[CH3:85])[N:79]=[C:78]([CH3:77])[CH:82]=2)=[N:3][CH:4]=1, predict the reactants needed to synthesize it. The reactants are: Cl[C:2]1[CH:7]=[C:6](I)[C:5]([Cl:9])=[CH:4][N:3]=1.[NH2:10][C:11]1[C:18]([F:19])=[CH:17][CH:16]=[CH:15][C:12]=1[C:13]#[N:14].[O-]P(OP(OP([O-])([O-])=O)([O-])=O)(=O)[O-].[K+].[K+].[K+].[K+].[K+].C1C=CC(P(C2C(OC3C(P(C4C=CC=CC=4)C4C=CC=CC=4)=CC=CC=3)=CC=CC=2)C2C=CC=CC=2)=CC=1.[CH3:77][C:78]1[CH:82]=[C:81]([NH2:83])[N:80]([CH:84]([CH3:86])[CH3:85])[N:79]=1.C(=O)([O-])[O-].[Cs+].[Cs+].